This data is from Forward reaction prediction with 1.9M reactions from USPTO patents (1976-2016). The task is: Predict the product of the given reaction. (1) Given the reactants [NH2:1][C:2]1[C:10]2[C:5](=[CH:6][CH:7]=[CH:8][C:9]=2[F:11])[C@@:4]([C:19]2[CH:20]=[C:21]([CH3:28])[C:22](=[O:27])[N:23]([CH2:25][CH3:26])[CH:24]=2)([C:12]2[CH:17]=[CH:16][CH:15]=[C:14](Br)[CH:13]=2)[N:3]=1.C([O-])(=O)C.[K+].C(=O)([O-])[O-].[K+].[K+].Cl[C:41]1[CH:46]=[C:45]([C:47]#[C:48][CH3:49])[CH:44]=[CH:43][N:42]=1, predict the reaction product. The product is: [NH2:1][C:2]1[C:10]2[C:5](=[CH:6][CH:7]=[CH:8][C:9]=2[F:11])[C@@:4]([C:19]2[CH:20]=[C:21]([CH3:28])[C:22](=[O:27])[N:23]([CH2:25][CH3:26])[CH:24]=2)([C:12]2[CH:17]=[CH:16][CH:15]=[C:14]([C:41]3[CH:46]=[C:45]([C:47]#[C:48][CH3:49])[CH:44]=[CH:43][N:42]=3)[CH:13]=2)[N:3]=1. (2) Given the reactants [F:1][C:2]1[CH:3]=[CH:4][C:5]2[S:9][C:8]([NH2:10])=[N:7][C:6]=2[CH:11]=1.[CH3:12][O:13][CH2:14][CH2:15]Br, predict the reaction product. The product is: [F:1][C:2]1[CH:3]=[CH:4][C:5]2[S:9][C:8](=[NH:10])[N:7]([CH2:15][CH2:14][O:13][CH3:12])[C:6]=2[CH:11]=1. (3) Given the reactants [NH2:1][C:2]([C:4]1[CH:9]=[CH:8][C:7]([N:10]2[CH:19]=[C:18]3[C:12]([CH2:13][CH2:14][N:15](C(OC(C)(C)C)=O)[CH2:16][CH2:17]3)=[N:11]2)=[CH:6][CH:5]=1)=[O:3].FC(F)(F)C(O)=O, predict the reaction product. The product is: [N:11]1[N:10]([C:7]2[CH:8]=[CH:9][C:4]([C:2]([NH2:1])=[O:3])=[CH:5][CH:6]=2)[CH:19]=[C:18]2[CH2:17][CH2:16][NH:15][CH2:14][CH2:13][C:12]=12. (4) Given the reactants [CH3:1][C:2]1[CH:3]=[C:4]([CH:9]=[C:10]([C:12](=[O:17])[CH2:13][CH2:14][CH2:15][CH3:16])[CH:11]=1)[C:5]([O:7]C)=[O:6].C1COCC1.CO.[OH-].[Na+], predict the reaction product. The product is: [CH3:1][C:2]1[CH:3]=[C:4]([CH:9]=[C:10]([C:12](=[O:17])[CH2:13][CH2:14][CH2:15][CH3:16])[CH:11]=1)[C:5]([OH:7])=[O:6]. (5) Given the reactants [C:1](OC(=O)C)(=[O:3])[CH3:2].[NH2:8][C@@H:9]([C:21]([OH:23])=[O:22])[CH2:10][C:11](=[O:20])[O:12]CC1C=CC=CC=1.CC#N.O.CCN(CC)CC, predict the reaction product. The product is: [C:1]([NH:8][C@@H:9]([C:21]([OH:23])=[O:22])[CH2:10][C:11]([OH:12])=[O:20])(=[O:3])[CH3:2].